From a dataset of Full USPTO retrosynthesis dataset with 1.9M reactions from patents (1976-2016). Predict the reactants needed to synthesize the given product. (1) Given the product [F:34][C:35]([F:40])([F:39])[C:36]([OH:38])=[O:37].[C:26]([C@H:22]1[CH2:23][CH2:24][CH2:25][N:21]1[C:19](=[O:20])[CH2:18][CH2:17][NH:16][CH2:15][CH2:14][C:13]([N:9]1[CH2:10][CH2:11][CH2:12][C@@H:8]1[C:6]([OH:7])=[O:5])=[O:33])([OH:28])=[O:27], predict the reactants needed to synthesize it. The reactants are: C([O:5][C:6]([C@H:8]1[CH2:12][CH2:11][CH2:10][N:9]1[C:13](=[O:33])[CH2:14][CH2:15][NH:16][CH2:17][CH2:18][C:19]([N:21]1[CH2:25][CH2:24][CH2:23][C@@H:22]1[C:26]([O:28]C(C)(C)C)=[O:27])=[O:20])=[O:7])(C)(C)C.[F:34][C:35]([F:40])([F:39])[C:36]([OH:38])=[O:37]. (2) Given the product [CH:1]1([C:4]2[CH:9]=[C:8]([CH:7]=[CH:6][CH:5]=2)[O:34][C:14]2[N:19]=[N:18][C:17]([C:20]([NH2:22])=[O:21])=[C:16]([NH:23][C:24]3[CH:29]=[CH:28][CH:27]=[C:26]([CH3:30])[N:25]=3)[CH:15]=2)[CH2:3][CH2:2]1, predict the reactants needed to synthesize it. The reactants are: [CH:1]1([C:4]2[CH:9]=[CH:8][CH:7]=[CH:6][C:5]=2O)[CH2:3][CH2:2]1.[H-].[Na+].Cl[C:14]1[N:19]=[N:18][C:17]([C:20]([NH2:22])=[O:21])=[C:16]([NH:23][C:24]2[CH:29]=[CH:28][CH:27]=[C:26]([CH3:30])[N:25]=2)[CH:15]=1.CN(C)C=[O:34]. (3) Given the product [O:7]1[CH2:12][CH2:11][CH:10]([CH2:13][CH2:14][OH:15])[CH2:9][CH2:8]1, predict the reactants needed to synthesize it. The reactants are: [H-].[H-].[H-].[H-].[Li+].[Al+3].[O:7]1[CH2:12][CH2:11][CH:10]([CH2:13][C:14](OCC)=[O:15])[CH2:9][CH2:8]1. (4) Given the product [N:26]1[CH:27]=[CH:28][C:23]([CH2:22][NH:16][C:13]2[CH:14]=[CH:15][C:9]3[O:8][C:7]([C:4]4[CH:3]=[CH:2][C:1]([CH3:17])=[CH:6][CH:5]=4)=[N:11][C:10]=3[CH:12]=2)=[CH:24][CH:25]=1, predict the reactants needed to synthesize it. The reactants are: [C:1]1([CH3:17])[CH:6]=[CH:5][C:4]([C:7]2[O:8][C:9]3[CH:15]=[CH:14][C:13]([NH2:16])=[CH:12][C:10]=3[N:11]=2)=[CH:3][CH:2]=1.C(O)(=O)C.[CH:22](=O)[C:23]1[CH:28]=[CH:27][N:26]=[CH:25][CH:24]=1.C(O[BH-](OC(=O)C)OC(=O)C)(=O)C.[Na+]. (5) Given the product [Cl:33][C:31]1[CH:32]=[C:27]2[C:26]([CH2:34][C:7]3[C:2]([F:1])=[N:3][C:4]([F:8])=[CH:5][CH:6]=3)=[CH:25][NH:24][C:28]2=[N:29][CH:30]=1, predict the reactants needed to synthesize it. The reactants are: [F:1][C:2]1[CH:7]=[CH:6][CH:5]=[C:4]([F:8])[N:3]=1.C([Li])CCC.C([Cu])#N.C(OC([N:24]1[C:28]2=[N:29][CH:30]=[C:31]([Cl:33])[CH:32]=[C:27]2[C:26]([CH2:34]Cl)=[CH:25]1)=O)(C)(C)C.N. (6) Given the product [Cl:12][C:13]1[CH:18]=[CH:17][C:16]([C:19]2[N:23]([CH:24]([CH:34]3[CH2:35][CH2:36][CH2:37][CH2:38][CH2:39]3)[CH2:25][NH:46][C:47]3[CH:54]=[CH:53][C:50]([C:51]#[N:52])=[CH:49][CH:48]=3)[C:22]3[CH:40]=[C:41]([F:45])[C:42]([F:44])=[CH:43][C:21]=3[N:20]=2)=[CH:15][CH:14]=1, predict the reactants needed to synthesize it. The reactants are: C([Sn](Cl)(Cl)CCCC)CCC.[Cl:12][C:13]1[CH:18]=[CH:17][C:16]([C:19]2[N:23]([CH:24]([CH:34]3[CH2:39][CH2:38][CH2:37][CH2:36][CH2:35]3)[CH2:25]OCC3CCCCC3)[C:22]3[CH:40]=[C:41]([F:45])[C:42]([F:44])=[CH:43][C:21]=3[N:20]=2)=[CH:15][CH:14]=1.[NH2:46][C:47]1[CH:54]=[CH:53][C:50]([C:51]#[N:52])=[CH:49][CH:48]=1.C1([SiH3])C=CC=CC=1.